This data is from Reaction yield outcomes from USPTO patents with 853,638 reactions. The task is: Predict the reaction yield, written as a fraction of the theoretical maximum amount of product (1.0 means a 100% yield; for example, 0.34 means a 34% yield). The reactants are [C:1]([CH:9]([CH2:15][CH2:16][CH3:17])[C:10]([O:12]CC)=O)(=O)[C:2]1[CH:7]=[CH:6][CH:5]=[CH:4][CH:3]=1.[NH:18]([C:20]1[CH:25]=[CH:24][CH:23]=[CH:22][N:21]=1)[NH2:19]. The catalyst is C(O)C. The product is [C:2]1([C:1]2[C:9]([CH2:15][CH2:16][CH3:17])=[C:10]([OH:12])[N:18]([C:20]3[CH:25]=[CH:24][CH:23]=[CH:22][N:21]=3)[N:19]=2)[CH:3]=[CH:4][CH:5]=[CH:6][CH:7]=1. The yield is 0.800.